This data is from Forward reaction prediction with 1.9M reactions from USPTO patents (1976-2016). The task is: Predict the product of the given reaction. (1) Given the reactants [S:1]1[C:5]2[CH:6]=[C:7]([N:10]([CH2:21][C:22](=O)[CH2:23][CH3:24])[C:11]([NH:13][C:14]3[CH:15]=[N:16][CH:17]=[CH:18][C:19]=3[CH3:20])=[O:12])[CH:8]=[CH:9][C:4]=2[N:3]=[CH:2]1.CO, predict the reaction product. The product is: [S:1]1[C:5]2[CH:6]=[C:7]([N:10]3[CH:21]=[C:22]([CH2:23][CH3:24])[N:13]([C:14]4[CH:15]=[N:16][CH:17]=[CH:18][C:19]=4[CH3:20])[C:11]3=[O:12])[CH:8]=[CH:9][C:4]=2[N:3]=[CH:2]1. (2) Given the reactants [Br:1][C:2]1[CH:3]=[C:4]2[C:8](=[CH:9][CH:10]=1)[NH:7][CH:6]=[C:5]2[CH:11]=[O:12].[H-].[Na+].[CH3:15][O:16][C:17]1[CH:22]=[CH:21][C:20]([S:23](Cl)(=[O:25])=[O:24])=[CH:19][C:18]=1[N:27]1[CH2:32][CH2:31][N:30]([C:33](=[O:38])[C:34]([Cl:37])([Cl:36])[Cl:35])[CH2:29][CH2:28]1, predict the reaction product. The product is: [Br:1][C:2]1[CH:3]=[C:4]2[C:8](=[CH:9][CH:10]=1)[N:7]([S:23]([C:20]1[CH:21]=[CH:22][C:17]([O:16][CH3:15])=[C:18]([N:27]3[CH2:32][CH2:31][N:30]([C:33](=[O:38])[C:34]([Cl:37])([Cl:35])[Cl:36])[CH2:29][CH2:28]3)[CH:19]=1)(=[O:25])=[O:24])[CH:6]=[C:5]2[CH:11]=[O:12]. (3) Given the reactants [C:1]([O:5][C:6](=[O:18])[NH:7][C:8]1[CH:13]=[CH:12][C:11]([CH:14]2[CH2:16][CH2:15]2)=[CH:10][C:9]=1[NH2:17])([CH3:4])([CH3:3])[CH3:2].CC1(C)[O:25][C:24]([C:26]2[CH:31]=[CH:30][N:29]=[C:28]([C:32]#[N:33])[CH:27]=2)=[CH:23][C:22](=O)[O:21]1, predict the reaction product. The product is: [C:1]([O:5][C:6](=[O:18])[NH:7][C:8]1[CH:13]=[CH:12][C:11]([CH:14]2[CH2:16][CH2:15]2)=[CH:10][C:9]=1[NH:17][C:22](=[O:21])[CH2:23][C:24]([C:26]1[CH:31]=[CH:30][N:29]=[C:28]([C:32]#[N:33])[CH:27]=1)=[O:25])([CH3:4])([CH3:2])[CH3:3]. (4) Given the reactants [CH2:1]([C@H:8]([NH:39][C:40](=[O:46])[O:41][C:42]([CH3:45])([CH3:44])[CH3:43])[C@@H:9]([O:31][Si:32]([C:35]([CH3:38])([CH3:37])[CH3:36])([CH3:34])[CH3:33])[CH2:10][C@@H:11]([NH:20]C(OCC1C=CC=CC=1)=O)[CH2:12][C:13]1[CH:18]=[CH:17][C:16](Br)=[CH:15][CH:14]=1)[C:2]1[CH:7]=[CH:6][CH:5]=[CH:4][CH:3]=1.C([Sn](CCCC)(CCCC)[C:52]1[S:53][CH:54]=[CH:55][N:56]=1)CCC, predict the reaction product. The product is: [NH2:20][C@@H:11]([CH2:12][C:13]1[CH:14]=[CH:15][C:16]([C:52]2[S:53][CH:54]=[CH:55][N:56]=2)=[CH:17][CH:18]=1)[CH2:10][C@H:9]([O:31][Si:32]([C:35]([CH3:37])([CH3:38])[CH3:36])([CH3:34])[CH3:33])[C@@H:8]([NH:39][C:40](=[O:46])[O:41][C:42]([CH3:43])([CH3:44])[CH3:45])[CH2:1][C:2]1[CH:7]=[CH:6][CH:5]=[CH:4][CH:3]=1. (5) Given the reactants Br[C:2]1[CH:21]=[CH:20][C:5]2[O:6][CH2:7][C:8]([OH:19])([CH3:18])[C:9]3[S:13][C:12]([C:14]([O:16][CH3:17])=[O:15])=[N:11][C:10]=3[C:4]=2[CH:3]=1.[C:22]([C@:24]1([OH:31])[CH2:28][CH2:27][N:26]([CH3:29])[C:25]1=[O:30])#[CH:23], predict the reaction product. The product is: [OH:19][C:8]1([CH3:18])[C:9]2[S:13][C:12]([C:14]([O:16][CH3:17])=[O:15])=[N:11][C:10]=2[C:4]2[CH:3]=[C:2]([C:23]#[C:22][C@:24]3([OH:31])[CH2:28][CH2:27][N:26]([CH3:29])[C:25]3=[O:30])[CH:21]=[CH:20][C:5]=2[O:6][CH2:7]1. (6) Given the reactants [O:1]=[C:2]1[CH2:7][CH:6]([C:8](OCC)=[O:9])[CH2:5][CH2:4][N:3]1[C:13]1[CH:18]=[CH:17][CH:16]=[CH:15][CH:14]=1.[H-].[Al+3].[Li+].[H-].[H-].[H-].[Cl-].[NH4+], predict the reaction product. The product is: [OH:9][CH2:8][CH:6]1[CH2:5][CH2:4][N:3]([C:13]2[CH:18]=[CH:17][CH:16]=[CH:15][CH:14]=2)[C:2](=[O:1])[CH2:7]1. (7) The product is: [OH:9][C:7]1[N:6]=[C:5]([C:11]2[S:12][CH:13]=[C:14]([C:16]([F:19])([F:18])[F:17])[N:15]=2)[NH:4][C:3]([O:2][CH3:1])([OH:20])[CH:8]=1. Given the reactants [CH3:1][O:2][C:3]1([OH:20])[CH:8]=[C:7]([O:9]C)[N:6]=[C:5]([C:11]2[S:12][CH:13]=[C:14]([C:16]([F:19])([F:18])[F:17])[N:15]=2)[NH:4]1.B(Cl)(Cl)Cl.O.C(Cl)Cl, predict the reaction product.